This data is from Reaction yield outcomes from USPTO patents with 853,638 reactions. The task is: Predict the reaction yield, written as a fraction of the theoretical maximum amount of product (1.0 means a 100% yield; for example, 0.34 means a 34% yield). (1) The reactants are [CH3:1][O:2][C:3]1[CH:11]=[CH:10][C:6]2[N:7]=[CH:8][NH:9][C:5]=2[CH:4]=1.[H-].[Na+].[CH2:25](C(OC(Cl)[CH2:25][C:26]1[CH:31]=[CH:30][CH:29]=[CH:28][CH:27]=1)Cl)[C:26]1[CH:31]=[CH:30][CH:29]=[CH:28][CH:27]=1.O.CN(C)[CH:36]=[O:37]. No catalyst specified. The product is [CH2:25]([O:37][CH2:36][N:9]1[C:5]2[CH:4]=[C:3]([O:2][CH3:1])[CH:11]=[CH:10][C:6]=2[N:7]=[CH:8]1)[C:26]1[CH:27]=[CH:28][CH:29]=[CH:30][CH:31]=1. The yield is 0.270. (2) The yield is 0.850. The reactants are [CH:1]1([CH:7]([NH:22][C:23]2[CH:31]=[CH:30][C:26]([C:27]([OH:29])=O)=[CH:25][CH:24]=2)[C:8]2[CH:12]=[C:11]([C:13]3[C:14]([CH3:20])=[N:15][N:16]([CH3:19])[C:17]=3[CH3:18])[O:10][C:9]=2[CH3:21])[CH2:6][CH2:5][CH2:4][CH2:3][CH2:2]1.[CH3:32][NH:33][CH2:34][CH2:35][C:36]([O:38]CC)=[O:37].Cl.C(N=C=NCCCN(C)C)C.O.OC1C2N=NNC=2C=CC=1. The catalyst is CN(C)C=O.C(OCC)(=O)C.C(N(CC)CC)C. The product is [CH:1]1([CH:7]([NH:22][C:23]2[CH:31]=[CH:30][C:26]([C:27]([N:33]([CH3:32])[CH2:34][CH2:35][C:36]([OH:38])=[O:37])=[O:29])=[CH:25][CH:24]=2)[C:8]2[CH:12]=[C:11]([C:13]3[C:14]([CH3:20])=[N:15][N:16]([CH3:19])[C:17]=3[CH3:18])[O:10][C:9]=2[CH3:21])[CH2:6][CH2:5][CH2:4][CH2:3][CH2:2]1.